Dataset: Experimentally validated miRNA-target interactions with 360,000+ pairs, plus equal number of negative samples. Task: Binary Classification. Given a miRNA mature sequence and a target amino acid sequence, predict their likelihood of interaction. (1) The protein sequence of the target gene is MDTSRLGVLLSLPVLLQLATGGSSPRSGVLLRGCPTHCHCEPDGRMLLRVDCSDLGLSELPSNLSVFTSYLDLSMNNISQLLPNPLPSLRFLEELRLAGNALTYIPKGAFTGLYSLKVLMLQNNQLRHVPTEALQNLRSLQSLRLDANHISYVPPSCFSGLHSLRHLWLDDNALTEIPVQAFRSLSALQAMTLALNKIHHIPDYAFGNLSSLVVLHLHNNRIHSLGKKCFDGLHSLETLDLNYNNLDEFPTAIRTLSNLKELGFHSNNIRSIPEKAFVGNPSLITIHFYDNPIQFVGRSA.... Result: 0 (no interaction). The miRNA is hsa-miR-9500 with sequence AAGGGAAGAUGGUGACCAC. (2) The miRNA is hsa-miR-941 with sequence CACCCGGCUGUGUGCACAUGUGC. The protein sequence of the target gene is MKMEEMSLSGLDNSKLEAIAQEIYADLVEDSCLGFCFEVHRAVKCGYFFLDDTDPDSMKDFEIVDQPGLDIFGQVFNQWKSKECVCPNCSRSIAASRFAPHLEKCLGMGRNSSRIANRRIANSNNMNKSESDQEDNDDINDNDWSYGSEKKAKKRKSDKNPNSPRRSKSLKHKNGELSNSDPFKYNNSTGISYETLGPEELRSLLTTQCGVISEHTKKMCTRSLRCPQHTDEQRRTVRIYFLGPSAVLPEVESSLDNDSFDMTDSQALISRLQWDGSSDLSPSDSGSSKTSENQGWGLGT.... Result: 0 (no interaction). (3) The miRNA is hsa-miR-100-5p with sequence AACCCGUAGAUCCGAACUUGUG. The protein sequence of the target gene is MGRRPARCYRYCKNKPYPKSRFCRGVPDAKIRIFDLGRKKAKVDEFPLCGHMVSDEYEQLSSEALEAARICANKYMVKSCGKDGFHIRVRLHPFHVIRINKMLSCAGADRLQTGMRGAFGKPQGTVARVHIGQVIMSIRTKLQNKEHVIEALRRAKFKFPGRQKIHISKKWGFTKFNADEFEDMVAEKRLIPDGCGVKYIPNRGPLDKWRALHS. Result: 1 (interaction). (4) The miRNA is rno-miR-122-5p with sequence UGGAGUGUGACAAUGGUGUUUG. The protein sequence of the target gene is MEPEFLYDLLQLPKGVEPPAEEELSKGGKKKYLPPTSRKDPKFEELQKVLMEWINATLLPEHIVVRSLEEDMFDGLILHHLFQRLAALKLEAEDIALTATSQKHKLTVVLEAVNRSLQLEEWQAKWSVESIFNKDLLSTLHLLVALAKRFQPDLSLPTNVQVEVITIESTKSGLKSEKLVEQLTEYSTDKDEPPKDVFDELFKLAPEKVNAVKEAIVNFVNQKLDRLGLSVQNLDTQFADGVILLLLIGQLEGFFLHLKEFYLTPNSPAEMLHNVTLALELLKDEGLLSCPVSPEDIVNK.... Result: 0 (no interaction). (5) The miRNA is hsa-miR-4425 with sequence UGUUGGGAUUCAGCAGGACCAU. The protein sequence of the target gene is MKPDRDTLDEYFEYDAEEFLVSLALLITEGRTPECSVKGRTESFHCPPAQSCYPVTTKHECSDKLAQCRQARRTRSEVTLLWKNNLPIMVEMMLLPDCCYSDDGPTTEGIDLNDPAIKQDALLLERWILEPVPRQNGDRFIEEKTLLLAVRSFVFFSQLSAWLSVSHGAIPRNILYRISAADVDLQWNFSQTPIEHVFPVPNVSHNVALKVSVQSLPRQSNYPVLTCSIHTNIGLYEKRIQQHKLKTHQHHNPNEAEQCGTNSSQRLCSKQTWTMAPESVLHAKSGPSPEYTAAVKNIKL.... Result: 0 (no interaction). (6) The miRNA is mmu-miR-466q with sequence GUGCACACACACACAUACGU. The protein sequence of the target gene is MPPAGGPRTPRPHALPRSLSRLRECPGRSRIVLALGATQMALGCLIVAVSFAALALTTSARVRHSCPFWAGFSVLLSGLIGVVSWKRPLSLVITFFMLLSAVCVMLNLAGSILSCQNAQLVSSLEGCQLIKFDSVEVCVCCELQHHSSGCSNLGETLKLNPLQENCNAVRLTLKDLLFSVCALNVLSTIVCALATAMCCMQMVSADVLQMFFPHRSHSANAACVTPHGTILHQTLDFDEFIAPLPPPPYYPPEYTCTPTAEAHRGLHLDFASSPFSTLYDVAINSPGILYPAELPPPYEA.... Result: 1 (interaction). (7) Result: 1 (interaction). The protein sequence of the target gene is MKHFLRMLIQVCLYFYCKFLWRCLKFVMRKLTGRCELQRICYNTKPGASRTMKIETSLRDSKSKLLQTSVSVHPDAIEKTIEDIMELKKINPDVNPQLGISLQACLLQIVGYRNLIADVEKLRREAYDSDNPQHEEMLLKLWKFLKPNTPLESRISKQWCEIGFQGDDPKTDFRGMGLLGLYNLQYFAERDATAAQQVLSDSLHPKCRDITKEEISKFSKAEWEKKRMDKAIGYSFAIVGINITDLAYNLLVSGALKTHFYNIAPEAPTLSHFQQTFCYLMHEFHKFWIEEDPMDIMEFN.... The miRNA is hsa-miR-8082 with sequence UGAUGGAGCUGGGAAUACUCUG. (8) The miRNA is mmu-miR-503-3p with sequence GAGUAUUGUUUCCACUGCCUGG. The protein sequence of the target gene is MIATGGVITGLAALKRQDSARSQQHINLSPLPATQDQKPVRRRPRADVVVVRGKIRLYSPSGFFLILGVLVSIIGIAMAVLGYWPQKEHFIDAETTLSTNETQVVRNQGGVVVRFFEQHLHSDKMKMLGPFTMGIGIFIFICANAILHENRDKETKIIHMRDIYSTVIDIHTLRLKEQKQANGLYAGLLGDTEVKQNGSPCASRLAATTLASFSGMRNSFRVDSSVEEDELMLTESKSLGHLMPPLLSDSAVSVFGLYPPPAKATDDKASSSKKCDTKSIVSSSISAFTLPVIKLNNCVI.... Result: 0 (no interaction). (9) Result: 1 (interaction). The miRNA is hsa-miR-940 with sequence AAGGCAGGGCCCCCGCUCCCC. The protein sequence of the target gene is MDSTSSLHGSSLHRPSTEQTRTDFSWDGINLSMEDTTSILPKLKRNSNAYGIGALAKSSFSGISRSMKDHVTKPTAMGQGRVAHMIEWQGWGKTPAVQPQHSHESVRRDTDAYSDLSDGEKEARFLAGVMEQFAISEATLMAWSSMDGEDMSVNSTQEPLGCNYSDNYQELMDSQDALAQAPMDGWPHSYVSQGMYCLGSSDAWEASDQSLIASPATGSYLGPAFDDSQPSLHEMGPSQPASGYSALEPPPLLGGDTDWAPGVGAVDLARGPAEEEKRPLAPEEEEDAGCRDLESLSPRE....